Task: Regression. Given two drug SMILES strings and cell line genomic features, predict the synergy score measuring deviation from expected non-interaction effect.. Dataset: NCI-60 drug combinations with 297,098 pairs across 59 cell lines Drug 1: CC1OCC2C(O1)C(C(C(O2)OC3C4COC(=O)C4C(C5=CC6=C(C=C35)OCO6)C7=CC(=C(C(=C7)OC)O)OC)O)O. Drug 2: CN(C)C1=NC(=NC(=N1)N(C)C)N(C)C. Cell line: HL-60(TB). Synergy scores: CSS=85.9, Synergy_ZIP=23.4, Synergy_Bliss=23.3, Synergy_Loewe=-16.6, Synergy_HSA=21.8.